Dataset: Catalyst prediction with 721,799 reactions and 888 catalyst types from USPTO. Task: Predict which catalyst facilitates the given reaction. (1) Reactant: [OH-].[Na+].C[O:4][C:5]([C:7]1[S:32][C:10]2[N:11]=[CH:12][N:13]=[C:14]([NH:15][C:16]3[CH:21]=[CH:20][C:19]([F:22])=[CH:18][C:17]=3[O:23][CH:24]3[CH2:29][CH2:28][C:27]([F:31])([F:30])[CH2:26][CH2:25]3)[C:9]=2[C:8]=1[CH3:33])=[O:6]. Product: [F:31][C:27]1([F:30])[CH2:28][CH2:29][CH:24]([O:23][C:17]2[CH:18]=[C:19]([F:22])[CH:20]=[CH:21][C:16]=2[NH:15][C:14]2[C:9]3[C:8]([CH3:33])=[C:7]([C:5]([OH:6])=[O:4])[S:32][C:10]=3[N:11]=[CH:12][N:13]=2)[CH2:25][CH2:26]1. The catalyst class is: 36. (2) Reactant: F[C:2]1[C:3]([CH:8]2[CH2:13][CH2:12][CH2:11][C:10](=[O:14])[CH2:9]2)=[N:4][CH:5]=[CH:6][N:7]=1.C(=O)([O-])[O-].[Cs+].[Cs+].[S:21]1[C:25]2[CH:26]=[CH:27][CH:28]=[CH:29][C:24]=2[N:23]=[C:22]1[NH:30][C:31]1[CH:36]=[CH:35][C:34]([OH:37])=[CH:33][CH:32]=1.O. Product: [S:21]1[C:25]2[CH:26]=[CH:27][CH:28]=[CH:29][C:24]=2[N:23]=[C:22]1[NH:30][C:31]1[CH:36]=[CH:35][C:34]([O:37][C:2]2[C:3]([CH:8]3[CH2:13][CH2:12][CH2:11][C:10](=[O:14])[CH2:9]3)=[N:4][CH:5]=[CH:6][N:7]=2)=[CH:33][CH:32]=1. The catalyst class is: 37.